This data is from Forward reaction prediction with 1.9M reactions from USPTO patents (1976-2016). The task is: Predict the product of the given reaction. (1) Given the reactants Br[C:2]1[C:3](=[O:10])[N:4]([CH3:9])[CH:5]=[C:6]([Br:8])[CH:7]=1.[NH:11]1[CH2:16][CH2:15][CH2:14][C@H:13]([NH:17][C:18](=[O:24])[O:19][C:20]([CH3:23])([CH3:22])[CH3:21])[CH2:12]1.C(=O)([O-])[O-].[Cs+].[Cs+].CC1(C)C2C(=C(P(C3C=CC=CC=3)C3C=CC=CC=3)C=CC=2)OC2C(P(C3C=CC=CC=3)C3C=CC=CC=3)=CC=CC1=2, predict the reaction product. The product is: [Br:8][C:6]1[CH:7]=[C:2]([N:11]2[CH2:16][CH2:15][CH2:14][C@H:13]([NH:17][C:18](=[O:24])[O:19][C:20]([CH3:22])([CH3:21])[CH3:23])[CH2:12]2)[C:3](=[O:10])[N:4]([CH3:9])[CH:5]=1. (2) Given the reactants Br[C:2]1[CH:3]=[C:4]([C:8](=[O:10])[CH3:9])[CH:5]=[N:6][CH:7]=1.B1(B2OC(C)(C)C(C)(C)O2)OC(C)(C)C(C)(C)O1.C([O-])(=O)C.[K+].[C:34]([O:38][C:39]([N:41]1[C:50]2[C:45](=[CH:46][C:47](Br)=[CH:48][N:49]=2)[CH2:44][CH2:43][CH2:42]1)=[O:40])([CH3:37])([CH3:36])[CH3:35].C(=O)([O-])[O-].[Na+].[Na+], predict the reaction product. The product is: [C:34]([O:38][C:39]([N:41]1[C:50]2[C:45](=[CH:46][C:47]([C:2]3[CH:7]=[N:6][CH:5]=[C:4]([C:8](=[O:10])[CH3:9])[CH:3]=3)=[CH:48][N:49]=2)[CH2:44][CH2:43][CH2:42]1)=[O:40])([CH3:37])([CH3:35])[CH3:36]. (3) The product is: [Br:1][C:2]1[CH:3]=[C:4]([N:12]2[CH2:16][CH2:15][CH2:14][CH2:13]2)[CH:5]=[C:6]([O:8][CH2:9][CH3:20])[CH:7]=1. Given the reactants [Br:1][C:2]1[CH:3]=[C:4]([N:12]2[CH2:16][CH2:15][CH2:14][CH2:13]2)[CH:5]=[C:6]([O:8][CH2:9]OC)[CH:7]=1.Cl.[OH-].[NH4+].[C:20]([O-])([O-])=O.[K+].[K+].C(I)C, predict the reaction product. (4) The product is: [Cl:1][C:2]1[CH:7]=[CH:6][C:5]2[NH:8][C:9]3[C:10](=[CH:11][CH:12]=[CH:13][CH:14]=3)[C:15]([CH3:17])([CH3:16])[C:4]=2[CH:3]=1. Given the reactants [Cl:1][C:2]1[CH:7]=[CH:6][C:5]([NH:8][C:9]2[CH:14]=[CH:13][CH:12]=[CH:11][C:10]=2[C:15](O)([CH3:17])[CH3:16])=[CH:4][CH:3]=1.CS(O)(=O)=O, predict the reaction product. (5) Given the reactants C(O[C:4](=[O:20])[NH:5][C:6]1[CH:11]=[C:10]([C:12]2[CH:17]=[CH:16][CH:15]=[CH:14][C:13]=2[O:18][CH3:19])[N:9]=[CH:8][N:7]=1)C.[C:21]([O:25][C:26]([N:28]1[CH2:33][CH2:32][CH:31]([NH2:34])[CH2:30][CH2:29]1)=[O:27])([CH3:24])([CH3:23])[CH3:22].C1(C)C=CC=CC=1, predict the reaction product. The product is: [C:21]([O:25][C:26]([N:28]1[CH2:33][CH2:32][CH:31]([NH:34][C:4]([NH:5][C:6]2[CH:11]=[C:10]([C:12]3[CH:17]=[CH:16][CH:15]=[CH:14][C:13]=3[O:18][CH3:19])[N:9]=[CH:8][N:7]=2)=[O:20])[CH2:30][CH2:29]1)=[O:27])([CH3:24])([CH3:22])[CH3:23]. (6) Given the reactants [NH2:1][C:2]1[C:7]([Cl:8])=[CH:6][CH:5]=[CH:4][C:3]=1[C:9](=O)[CH2:10]Cl, predict the reaction product. The product is: [Cl:8][C:7]1[CH:6]=[CH:5][CH:4]=[C:3]2[C:2]=1[NH:1][CH:10]=[CH:9]2. (7) Given the reactants C([NH:4][C:5]1[CH:6]=[C:7]2[C:12](=[CH:13][CH:14]=1)[CH:11]=[C:10]([S:15]([NH:18][CH2:19][C:20]1[CH:25]=[CH:24][CH:23]=[CH:22][CH:21]=1)(=[O:17])=[O:16])[CH:9]=[CH:8]2)(=O)C.C(O)CC.[ClH:30], predict the reaction product. The product is: [ClH:30].[NH2:4][C:5]1[CH:6]=[C:7]2[C:12](=[CH:13][CH:14]=1)[CH:11]=[C:10]([S:15]([NH:18][CH2:19][C:20]1[CH:21]=[CH:22][CH:23]=[CH:24][CH:25]=1)(=[O:17])=[O:16])[CH:9]=[CH:8]2. (8) Given the reactants [C:1]([O-:4])(=[S:3])[CH3:2].[K+].[OH:6][C@@H:7]1[C@H:11]([CH2:12]OS(C)(=O)=O)[CH2:10][N:9]([C:18]([O:20][C:21]([CH3:24])([CH3:23])[CH3:22])=[O:19])[CH2:8]1.O, predict the reaction product. The product is: [C:1]([S:3][CH2:12][C@@H:11]1[C@@H:7]([OH:6])[CH2:8][N:9]([C:18]([O:20][C:21]([CH3:22])([CH3:24])[CH3:23])=[O:19])[CH2:10]1)(=[O:4])[CH3:2].